This data is from NCI-60 drug combinations with 297,098 pairs across 59 cell lines. The task is: Regression. Given two drug SMILES strings and cell line genomic features, predict the synergy score measuring deviation from expected non-interaction effect. (1) Drug 1: C1=CC(=CC=C1CC(C(=O)O)N)N(CCCl)CCCl.Cl. Drug 2: C1=NC2=C(N1)C(=S)N=CN2. Cell line: A549. Synergy scores: CSS=16.1, Synergy_ZIP=-8.81, Synergy_Bliss=-5.21, Synergy_Loewe=-9.63, Synergy_HSA=-4.42. (2) Drug 1: C1CCC(C1)C(CC#N)N2C=C(C=N2)C3=C4C=CNC4=NC=N3. Drug 2: CC1=CC2C(CCC3(C2CCC3(C(=O)C)OC(=O)C)C)C4(C1=CC(=O)CC4)C. Cell line: OVCAR3. Synergy scores: CSS=-6.44, Synergy_ZIP=3.45, Synergy_Bliss=-2.80, Synergy_Loewe=-6.04, Synergy_HSA=-7.83. (3) Drug 1: CC1C(C(=O)NC(C(=O)N2CCCC2C(=O)N(CC(=O)N(C(C(=O)O1)C(C)C)C)C)C(C)C)NC(=O)C3=C4C(=C(C=C3)C)OC5=C(C(=O)C(=C(C5=N4)C(=O)NC6C(OC(=O)C(N(C(=O)CN(C(=O)C7CCCN7C(=O)C(NC6=O)C(C)C)C)C)C(C)C)C)N)C. Drug 2: CCCCCOC(=O)NC1=NC(=O)N(C=C1F)C2C(C(C(O2)C)O)O. Cell line: HCC-2998. Synergy scores: CSS=0.428, Synergy_ZIP=0.307, Synergy_Bliss=3.92, Synergy_Loewe=-1.58, Synergy_HSA=-1.24. (4) Drug 1: CC1=CC=C(C=C1)C2=CC(=NN2C3=CC=C(C=C3)S(=O)(=O)N)C(F)(F)F. Drug 2: CC1CCC2CC(C(=CC=CC=CC(CC(C(=O)C(C(C(=CC(C(=O)CC(OC(=O)C3CCCCN3C(=O)C(=O)C1(O2)O)C(C)CC4CCC(C(C4)OC)OCCO)C)C)O)OC)C)C)C)OC. Cell line: NCI-H460. Synergy scores: CSS=12.1, Synergy_ZIP=1.20, Synergy_Bliss=1.87, Synergy_Loewe=-14.7, Synergy_HSA=-2.49.